This data is from Reaction yield outcomes from USPTO patents with 853,638 reactions. The task is: Predict the reaction yield, written as a fraction of the theoretical maximum amount of product (1.0 means a 100% yield; for example, 0.34 means a 34% yield). (1) The reactants are [CH:1]1([C:7]2[C:8]3[CH:9]=[CH:10][C:11]([C:39](O)=[O:40])=[CH:12][C:13]=3[N:14]3[CH2:20][C:19]([C:21]([N:23]4[CH2:28][CH2:27][CH:26]([N:29]5[CH2:34][CH2:33][O:32][CH2:31][CH2:30]5)[CH2:25][CH2:24]4)=[O:22])=[CH:18][C:17]4[CH:35]=[CH:36][CH:37]=[CH:38][C:16]=4[C:15]=23)[CH2:6][CH2:5][CH2:4][CH2:3][CH2:2]1.O.Cl.Cl.[NH2:45][CH2:46][C:47]1[NH:48][C:49]2[CH:55]=[CH:54][CH:53]=[CH:52][C:50]=2[N:51]=1.C(N(CC)C(C)C)(C)C.Cl.CN(C)CCCN=C=NCC.ON1C2C=CC=CC=2N=N1. The catalyst is CN(C=O)C. The product is [NH:48]1[C:49]2[CH:55]=[CH:54][CH:53]=[CH:52][C:50]=2[N:51]=[C:47]1[CH2:46][NH:45][C:39]([C:11]1[CH:10]=[CH:9][C:8]2[C:7]([CH:1]3[CH2:2][CH2:3][CH2:4][CH2:5][CH2:6]3)=[C:15]3[C:16]4[CH:38]=[CH:37][CH:36]=[CH:35][C:17]=4[CH:18]=[C:19]([C:21]([N:23]4[CH2:28][CH2:27][CH:26]([N:29]5[CH2:34][CH2:33][O:32][CH2:31][CH2:30]5)[CH2:25][CH2:24]4)=[O:22])[CH2:20][N:14]3[C:13]=2[CH:12]=1)=[O:40]. The yield is 0.140. (2) The reactants are [NH2:1][C:2]1[S:6][N:5]=[CH:4][N:3]=1.[Li].FC1C([O:15][S:16]([C:19]2[CH:28]=[CH:27][C:22]([C:23]([O:25]C)=[O:24])=[CH:21][CH:20]=2)(=O)=[O:17])=C(F)C(F)=C(F)C=1F.[OH-].[Na+]. The catalyst is C1COCC1.O. The product is [S:6]1[C:2]([NH:1][S:16]([C:19]2[CH:20]=[CH:21][C:22]([C:23]([OH:25])=[O:24])=[CH:27][CH:28]=2)(=[O:17])=[O:15])=[N:3][CH:4]=[N:5]1. The yield is 0.430. (3) The reactants are [NH2:1][CH2:2][C@@H:3]1[CH2:7][CH2:6][CH2:5][N:4]1[C:8]([O:10][C:11]([CH3:14])([CH3:13])[CH3:12])=[O:9].CCN(CC)CC.[Br:22][C:23]1[CH:28]=[CH:27][C:26]([S:29](Cl)(=[O:31])=[O:30])=[CH:25][CH:24]=1. The catalyst is ClCCl. The product is [Br:22][C:23]1[CH:28]=[CH:27][C:26]([S:29]([NH:1][CH2:2][C@@H:3]2[CH2:7][CH2:6][CH2:5][N:4]2[C:8]([O:10][C:11]([CH3:14])([CH3:13])[CH3:12])=[O:9])(=[O:31])=[O:30])=[CH:25][CH:24]=1. The yield is 0.760. (4) The reactants are [Cl:1][C:2]1[CH:21]=[CH:20][CH:19]=[C:18]([Cl:22])[C:3]=1[O:4][C:5]1[C:6]([C:11]2(C)CS[C:13](N)=[N:12]2)=NC=C[CH:10]=1.[CH3:23][C:24]1[N:25]=[C:26]([NH2:29])[S:27][CH:28]=1.ClC1C=C(OC2C(F)=CC=CC=2F)C=CN=1.P([O-])([O-])([O-])=O.[K+].[K+].[K+].C1(P(C2C=CC=CC=2)C2C3OC4C(=CC=CC=4P(C4C=CC=CC=4)C4C=CC=CC=4)C(C)(C)C=3C=CC=2)C=CC=CC=1. The catalyst is C1C=CC(/C=C/C(/C=C/C2C=CC=CC=2)=O)=CC=1.C1C=CC(/C=C/C(/C=C/C2C=CC=CC=2)=O)=CC=1.C1C=CC(/C=C/C(/C=C/C2C=CC=CC=2)=O)=CC=1.[Pd].[Pd]. The product is [Cl:22][C:18]1[CH:19]=[CH:20][CH:21]=[C:2]([Cl:1])[C:3]=1[O:4][C:5]1[CH:10]=[CH:13][N:12]=[C:11]([NH:29][C:26]2[S:27][CH:28]=[C:24]([CH3:23])[N:25]=2)[CH:6]=1. The yield is 0.500. (5) The reactants are [F:1][C:2]1[CH:7]=[CH:6][CH:5]=[CH:4][C:3]=1[N:8]1[C:12]([C:13]2[CH:18]=[CH:17][CH:16]=[CH:15][C:14]=2[C:19]2[CH:24]=[CH:23][CH:22]=[CH:21][C:20]=2O)=[N:11][N:10]=[N:9]1.[F:26]C1C=CC=CC=1B(O)O. No catalyst specified. The product is [F:1][C:2]1[CH:7]=[CH:6][CH:5]=[CH:4][C:3]=1[N:8]1[C:12]([C:13]2[CH:18]=[CH:17][CH:16]=[CH:15][C:14]=2[C:19]2[CH:24]=[CH:23][CH:22]=[CH:21][C:20]=2[F:26])=[N:11][N:10]=[N:9]1. The yield is 0.600. (6) The reactants are [CH3:1][C:2]1[C:16](=[O:17])[N:15]=[C:14]2[N:4]([C@@H:5]3[O:9][C@H:8]([CH2:10][OH:11])[C@@H:7]([OH:12])[C@@H:6]3[O:13]2)[CH:3]=1.[CH3:18][O:19][CH2:20][CH2:21][O:22]B([O:22][CH2:21][CH2:20][O:19][CH3:18])[O:22][CH2:21][CH2:20][O:19][CH3:18]. The catalyst is COCCO. The product is [CH3:18][O:19][CH2:20][CH2:21][O:22][C@@H:6]1[C@H:7]([OH:12])[C@@H:8]([CH2:10][OH:11])[O:9][C@H:5]1[N:4]1[CH:3]=[C:2]([CH3:1])[C:16](=[O:17])[NH:15][C:14]1=[O:13]. The yield is 0.630. (7) The reactants are I.[F:2][C:3]1[CH:4]=[C:5]([NH:15][C:16](SC)=[NH:17])[CH:6]=[CH:7][C:8]=1[N:9]1[C:13]([CH3:14])=[N:12][CH:11]=[N:10]1.[Cl:20][CH2:21][CH2:22][CH2:23][CH2:24][CH:25]([C:29]1[CH:34]=[CH:33][C:32]([O:35][CH2:36][C:37]([F:40])([F:39])[F:38])=[CH:31][CH:30]=1)[C:26](O)=O.CN1CCOCC1.C(N(CC)C(C)C)(C)C.[NH2:57][NH2:58]. No catalyst specified. The product is [Cl:20][CH2:21][CH2:22][CH2:23][CH2:24][CH:25]([C:26]1[NH:58][N:57]=[C:16]([NH:15][C:5]2[CH:6]=[CH:7][C:8]([N:9]3[C:13]([CH3:14])=[N:12][CH:11]=[N:10]3)=[C:3]([F:2])[CH:4]=2)[N:17]=1)[C:29]1[CH:34]=[CH:33][C:32]([O:35][CH2:36][C:37]([F:38])([F:39])[F:40])=[CH:31][CH:30]=1. The yield is 1.00.